This data is from NCI-60 drug combinations with 297,098 pairs across 59 cell lines. The task is: Regression. Given two drug SMILES strings and cell line genomic features, predict the synergy score measuring deviation from expected non-interaction effect. (1) Drug 1: CN1CCC(CC1)COC2=C(C=C3C(=C2)N=CN=C3NC4=C(C=C(C=C4)Br)F)OC. Cell line: MDA-MB-435. Synergy scores: CSS=15.2, Synergy_ZIP=-3.72, Synergy_Bliss=4.30, Synergy_Loewe=-20.4, Synergy_HSA=-0.358. Drug 2: CCC1=C2CN3C(=CC4=C(C3=O)COC(=O)C4(CC)O)C2=NC5=C1C=C(C=C5)O. (2) Drug 1: C1CCC(C(C1)N)N.C(=O)(C(=O)[O-])[O-].[Pt+4]. Drug 2: CC(C)CN1C=NC2=C1C3=CC=CC=C3N=C2N. Cell line: CCRF-CEM. Synergy scores: CSS=56.5, Synergy_ZIP=-1.74, Synergy_Bliss=-2.16, Synergy_Loewe=0.393, Synergy_HSA=0.829. (3) Drug 1: CC(CN1CC(=O)NC(=O)C1)N2CC(=O)NC(=O)C2. Drug 2: C1=C(C(=O)NC(=O)N1)N(CCCl)CCCl. Cell line: OVCAR-8. Synergy scores: CSS=34.1, Synergy_ZIP=1.05, Synergy_Bliss=4.35, Synergy_Loewe=4.75, Synergy_HSA=7.55.